This data is from Reaction yield outcomes from USPTO patents with 853,638 reactions. The task is: Predict the reaction yield, written as a fraction of the theoretical maximum amount of product (1.0 means a 100% yield; for example, 0.34 means a 34% yield). The reactants are [CH3:1][O-:2].[Na+].Cl[C:5]1[CH:14]=[CH:13][C:12]([N+:15]([O-:17])=[O:16])=[C:11]2[C:6]=1[CH:7]=[CH:8][CH:9]=[N:10]2. The catalyst is CO. The product is [CH3:1][O:2][C:5]1[CH:14]=[CH:13][C:12]([N+:15]([O-:17])=[O:16])=[C:11]2[C:6]=1[CH:7]=[CH:8][CH:9]=[N:10]2. The yield is 0.930.